From a dataset of Forward reaction prediction with 1.9M reactions from USPTO patents (1976-2016). Predict the product of the given reaction. (1) Given the reactants [NH:1]1[CH2:6][CH2:5][CH2:4][CH2:3][C:2]1=[O:7].CC(C)([O-])C.[K+].[CH3:14][O:15][CH2:16][CH2:17][CH2:18][O:19][C:20]1[CH:46]=[CH:45][CH:44]=[CH:43][C:21]=1[C:22]([NH:24][CH2:25][C@H:26]([CH:40]([CH3:42])[CH3:41])[CH2:27][C@H:28]([NH:32][C:33](=[O:39])[O:34]C(C)(C)C)[C@@H:29]1[CH2:31]O1)=[O:23], predict the reaction product. The product is: [CH3:14][O:15][CH2:16][CH2:17][CH2:18][O:19][C:20]1[CH:46]=[CH:45][CH:44]=[CH:43][C:21]=1[C:22]([NH:24][CH2:25][C@@H:26]([CH2:27][C@H:28]1[C@H:29]([CH2:31][N:1]2[CH2:6][CH2:5][CH2:4][CH2:3][C:2]2=[O:7])[O:39][C:33](=[O:34])[NH:32]1)[CH:40]([CH3:42])[CH3:41])=[O:23]. (2) Given the reactants [CH3:1][C:2]1[N:10]([CH:11]([C:13]2[CH:18]=[CH:17][CH:16]=[CH:15][CH:14]=2)[CH3:12])[C:9]2[C:4](=[N:5][CH:6]=[CH:7][CH:8]=2)[C:3]=1[C:19]([O:21]C)=[O:20].[OH-].[Li+].Cl, predict the reaction product. The product is: [CH3:1][C:2]1[N:10]([CH:11]([C:13]2[CH:18]=[CH:17][CH:16]=[CH:15][CH:14]=2)[CH3:12])[C:9]2[C:4](=[N:5][CH:6]=[CH:7][CH:8]=2)[C:3]=1[C:19]([OH:21])=[O:20]. (3) Given the reactants O=P12OP3(OP(OP(O3)(O1)=O)(=O)O2)=O.[F:15][CH:16]([F:25])[CH:17](O)[CH2:18][C:19]([O:21][CH2:22][CH3:23])=[O:20], predict the reaction product. The product is: [F:15][CH:16]([F:25])/[CH:17]=[CH:18]/[C:19]([O:21][CH2:22][CH3:23])=[O:20].